Predict the product of the given reaction. From a dataset of Forward reaction prediction with 1.9M reactions from USPTO patents (1976-2016). (1) Given the reactants [CH2:1]([P:3]([O-:9])[O:4][CH2:5][CH2:6][CH2:7][CH3:8])[CH3:2].[CH:10](=[O:13])[CH:11]=[CH2:12].[O-]CCCC.[Na+], predict the reaction product. The product is: [CH2:1]([P:3]([CH2:12][CH2:11][CH:10]=[O:13])(=[O:9])[O:4][CH2:5][CH2:6][CH2:7][CH3:8])[CH3:2]. (2) The product is: [OH:8][C:9]1[CH:19]=[C:18]([OH:20])[CH:17]=[CH:16][C:10]=1[C:11](=[NH:15])[O:12][CH2:13][CH3:14]. Given the reactants C([O:8][C:9]1[CH:19]=[C:18]([O:20]CC2C=CC=CC=2)[CH:17]=[CH:16][C:10]=1[C:11](=[NH:15])[O:12][CH2:13][CH3:14])C1C=CC=CC=1.[H][H], predict the reaction product. (3) Given the reactants [CH3:1][C:2]1[CH:3]=[C:4]2[C:9](=[O:10])[O:8][C:6](=O)[C:5]2=[CH:11][CH:12]=1.[N:13]1[CH:18]=[CH:17][C:16]([CH3:19])=[CH:15][CH:14]=1, predict the reaction product. The product is: [OH:10][C:9]1[C:4]2[C:5](=[CH:11][CH:12]=[C:2]([CH3:1])[CH:3]=2)[C:6](=[O:8])[C:19]=1[C:16]1[CH:17]=[CH:18][N:13]=[CH:14][CH:15]=1. (4) Given the reactants [OH:1][CH:2]1[CH2:5][N:4]([C:6]([N:8]2[CH2:13][CH:12]([C:14]3[CH:19]=[CH:18][C:17]([C:20]([F:23])([F:22])[F:21])=[CH:16][CH:15]=3)[CH2:11][CH:10]([C:24](O)=[O:25])[CH2:9]2)=[O:7])[CH2:3]1.[Cl:27][C:28]1[CH:29]=[C:30]([C:34](=[NH:37])[NH:35]O)[CH:31]=[CH:32][CH:33]=1, predict the reaction product. The product is: [Cl:27][C:28]1[CH:29]=[C:30]([C:34]2[N:37]=[C:24]([CH:10]3[CH2:11][CH:12]([C:14]4[CH:15]=[CH:16][C:17]([C:20]([F:23])([F:22])[F:21])=[CH:18][CH:19]=4)[CH2:13][N:8]([C:6]([N:4]4[CH2:3][CH:2]([OH:1])[CH2:5]4)=[O:7])[CH2:9]3)[O:25][N:35]=2)[CH:31]=[CH:32][CH:33]=1. (5) Given the reactants [Cl-].O[NH3+:3].[C:4](=[O:7])([O-])[OH:5].[Na+].CS(C)=O.[CH2:13]([C:15]1[S:52][C:18]2[N:19]([CH2:36][C:37]3[CH:42]=[CH:41][C:40]([C:43]4[C:44]([C:50]#[N:51])=[CH:45][CH:46]=[C:47]([CH3:49])[CH:48]=4)=[CH:39][CH:38]=3)[C:20](=[O:35])[N:21]([CH2:24][C:25]([C:27]3[CH:32]=[CH:31][C:30]([O:33][CH3:34])=[CH:29][CH:28]=3)=[O:26])[C:22](=[O:23])[C:17]=2[CH:16]=1)[CH3:14], predict the reaction product. The product is: [CH2:13]([C:15]1[S:52][C:18]2[N:19]([CH2:36][C:37]3[CH:42]=[CH:41][C:40]([C:43]4[CH:48]=[C:47]([CH3:49])[CH:46]=[CH:45][C:44]=4[C:50]4[NH:3][C:4](=[O:7])[O:5][N:51]=4)=[CH:39][CH:38]=3)[C:20](=[O:35])[N:21]([CH2:24][C:25]([C:27]3[CH:32]=[CH:31][C:30]([O:33][CH3:34])=[CH:29][CH:28]=3)=[O:26])[C:22](=[O:23])[C:17]=2[CH:16]=1)[CH3:14]. (6) Given the reactants Cl[CH2:2][C:3]1[CH:8]=[CH:7][C:6]([O:9][CH3:10])=[CH:5][C:4]=1[N+:11]([O-:13])=[O:12].[N+:14]([CH:17]([CH3:19])[CH3:18])([O-:16])=[O:15].[Li], predict the reaction product. The product is: [CH3:10][O:9][C:6]1[CH:7]=[CH:8][C:3]([CH2:2][C:17]([CH3:19])([N+:14]([O-:16])=[O:15])[CH3:18])=[C:4]([N+:11]([O-:13])=[O:12])[CH:5]=1.